Task: Predict the reactants needed to synthesize the given product.. Dataset: Full USPTO retrosynthesis dataset with 1.9M reactions from patents (1976-2016) (1) Given the product [Br:1][C:2]1[C:3]([CH3:11])=[N:4][N:5]([CH3:10])[C:6]=1[C:7]([NH2:20])=[O:8], predict the reactants needed to synthesize it. The reactants are: [Br:1][C:2]1[C:3]([CH3:11])=[N:4][N:5]([CH3:10])[C:6]=1[C:7](O)=[O:8].[Cl-].[NH4+].C1C=CC2N(O)N=[N:20]C=2C=1.C(Cl)CCl.C(N(C(C)C)C(C)C)C. (2) Given the product [CH:1]1([N:4]2[C:8]3[CH:9]=[CH:10][CH:11]=[CH:12][C:7]=3[N:6]=[C:5]2[CH2:13][CH2:14][CH2:15][CH2:16][CH2:17][CH2:18][C:19]([NH:23][OH:24])=[O:21])[CH2:3][CH2:2]1, predict the reactants needed to synthesize it. The reactants are: [CH:1]1([N:4]2[C:8]3[CH:9]=[CH:10][CH:11]=[CH:12][C:7]=3[N:6]=[C:5]2[CH2:13][CH2:14][CH2:15][CH2:16][CH2:17][CH2:18][C:19]([O:21]C)=O)[CH2:3][CH2:2]1.[NH2:23][OH:24].[OH-].[K+]. (3) Given the product [N:1]([CH:11]1[CH2:10][CH2:9][N:8]([C:17]([O:19][C:20]([CH3:22])([CH3:21])[CH3:23])=[O:18])[CH2:7][CH:6]1[F:5])=[N+:2]=[N-:3], predict the reactants needed to synthesize it. The reactants are: [N-:1]=[N+:2]=[N-:3].[Na+].[F:5][CH:6]1[CH:11](OS(C)(=O)=O)[CH2:10][CH2:9][N:8]([C:17]([O:19][C:20]([CH3:23])([CH3:22])[CH3:21])=[O:18])[CH2:7]1.